From a dataset of Catalyst prediction with 721,799 reactions and 888 catalyst types from USPTO. Predict which catalyst facilitates the given reaction. Reactant: C([Si]([O:8][CH2:9][CH2:10][O:11][CH2:12][C:13]1[CH:18]=[CH:17][C:16]([CH:19]([CH2:21][CH2:22][CH2:23][CH2:24][CH2:25][CH2:26][CH2:27][CH2:28][CH2:29][CH2:30][CH2:31][CH2:32][CH2:33][CH3:34])[CH3:20])=[CH:15][CH:14]=1)(C)C)(C)(C)C.[F-].C([N+](CCCC)(CCCC)CCCC)CCC. Product: [CH3:20][CH:19]([C:16]1[CH:15]=[CH:14][C:13]([CH2:12][O:11][CH2:10][CH2:9][OH:8])=[CH:18][CH:17]=1)[CH2:21][CH2:22][CH2:23][CH2:24][CH2:25][CH2:26][CH2:27][CH2:28][CH2:29][CH2:30][CH2:31][CH2:32][CH2:33][CH3:34]. The catalyst class is: 1.